Dataset: Catalyst prediction with 721,799 reactions and 888 catalyst types from USPTO. Task: Predict which catalyst facilitates the given reaction. Reactant: [Br:1][C:2]1[C:11]2[C:6](=[CH:7][C:8]([NH:12][CH3:13])=[CH:9][CH:10]=2)[C:5](=[O:14])[N:4]([CH:15]([CH3:17])[CH3:16])[N:3]=1.[H-].[Na+].[CH3:20][S:21][CH2:22][CH2:23]Cl.O. Product: [Br:1][C:2]1[C:11]2[C:6](=[CH:7][C:8]([N:12]([CH3:13])[CH2:23][CH2:22][S:21][CH3:20])=[CH:9][CH:10]=2)[C:5](=[O:14])[N:4]([CH:15]([CH3:17])[CH3:16])[N:3]=1. The catalyst class is: 3.